This data is from Peptide-MHC class II binding affinity with 134,281 pairs from IEDB. The task is: Regression. Given a peptide amino acid sequence and an MHC pseudo amino acid sequence, predict their binding affinity value. This is MHC class II binding data. (1) The peptide sequence is SRLVIGSKGEETGRS. The MHC is DRB1_0101 with pseudo-sequence DRB1_0101. The binding affinity (normalized) is 0.339. (2) The peptide sequence is GRSYAADAGYAPATP. The MHC is HLA-DQA10102-DQB10602 with pseudo-sequence HLA-DQA10102-DQB10602. The binding affinity (normalized) is 0.368. (3) The peptide sequence is GPIVHDAIHRSAARS. The MHC is HLA-DPA10201-DPB11401 with pseudo-sequence HLA-DPA10201-DPB11401. The binding affinity (normalized) is 0.